Predict hERG channel inhibition at various concentrations. From a dataset of hERG Central: cardiac toxicity at 1µM, 10µM, and general inhibition. (1) The drug is CCCCN(CCCC)Cc1cc2ccccc2c2c1COC2. Results: hERG_inhib (hERG inhibition (general)): blocker. (2) The compound is CCOCCCN(C)C1CCN(C(=O)c2oc3ccccc3c2NC(=O)Cc2ccc([N+](=O)[O-])cc2)CC1. Results: hERG_inhib (hERG inhibition (general)): blocker. (3) Results: hERG_inhib (hERG inhibition (general)): blocker. The compound is O=c1nc2ccccc2c2n1CC(CN1CCN(c3cccc(Cl)c3)CC1)N2. (4) The molecule is OC1CCCN(CC(O)COc2ccc(-c3ccccc3)cc2)C1. Results: hERG_inhib (hERG inhibition (general)): blocker. (5) The compound is CCC1CCCCN1C(=O)CCc1nnc(C2CCCCC2)o1. Results: hERG_inhib (hERG inhibition (general)): blocker.